Predict the reactants needed to synthesize the given product. From a dataset of Full USPTO retrosynthesis dataset with 1.9M reactions from patents (1976-2016). (1) Given the product [ClH:1].[Cl:1][CH2:16][C:15]1([CH2:14][NH:13][C:11]([N:7]2[CH2:8][CH2:9][C:10]3[NH:2][N:3]=[N:4][C:5]=3[CH2:6]2)=[O:12])[CH2:21][CH2:20][NH:19][CH2:18][CH2:17]1, predict the reactants needed to synthesize it. The reactants are: [ClH:1].[NH:2]1[C:10]2[CH2:9][CH2:8][N:7]([C:11]([N:13]3[CH2:16][C:15]4([CH2:21][CH2:20][N:19](C(OC(C)(C)C)=O)[CH2:18][CH2:17]4)[CH2:14]3)=[O:12])[CH2:6][C:5]=2[N:4]=[N:3]1. (2) Given the product [CH2:24]([O:26][C:27]([C@@H:29]1[CH2:31][C@H:30]1[C:32]1[CH:37]=[CH:36][C:35]([C:2]2[CH:7]=[CH:6][C:5]([C:8]3[O:12][N:11]=[C:10]([CH3:13])[C:9]=3[CH2:14][S:15][CH2:16][CH2:17][C:18]3[CH:23]=[CH:22][CH:21]=[CH:20][CH:19]=3)=[CH:4][CH:3]=2)=[CH:34][CH:33]=1)=[O:28])[CH3:25], predict the reactants needed to synthesize it. The reactants are: Br[C:2]1[CH:7]=[CH:6][C:5]([C:8]2[O:12][N:11]=[C:10]([CH3:13])[C:9]=2[CH2:14][S:15][CH2:16][CH2:17][C:18]2[CH:23]=[CH:22][CH:21]=[CH:20][CH:19]=2)=[CH:4][CH:3]=1.[CH2:24]([O:26][C:27]([C@@H:29]1[CH2:31][C@H:30]1[C:32]1[CH:37]=[CH:36][C:35](B2OC(C)(C)C(C)(C)O2)=[CH:34][CH:33]=1)=[O:28])[CH3:25]. (3) Given the product [ClH:15].[Cl:15][CH2:10][CH2:9][C:6]1[CH:7]=[CH:8][C:3]([N:2]([CH3:12])[CH3:1])=[CH:4][CH:5]=1, predict the reactants needed to synthesize it. The reactants are: [CH3:1][N:2]([CH3:12])[C:3]1[CH:8]=[CH:7][C:6]([CH2:9][CH2:10]O)=[CH:5][CH:4]=1.S(Cl)([Cl:15])=O. (4) Given the product [CH3:1][O:2][C:3]1[CH:8]=[CH:7][C:6]([C:9]2[N:10]([C:11]3[CH:16]=[CH:15][C:14]([S:17]([CH3:20])(=[O:19])=[O:18])=[CH:13][CH:12]=3)[CH2:28][C:29]([OH:34])([C:30]([F:33])([F:32])[F:31])[N:21]=2)=[CH:5][N:4]=1, predict the reactants needed to synthesize it. The reactants are: [CH3:1][O:2][C:3]1[CH:8]=[CH:7][C:6]([C:9](=[NH:21])[NH:10][C:11]2[CH:16]=[CH:15][C:14]([S:17]([CH3:20])(=[O:19])=[O:18])=[CH:13][CH:12]=2)=[CH:5][N:4]=1.C(=O)(O)[O-].[Na+].Br[CH2:28][C:29](=[O:34])[C:30]([F:33])([F:32])[F:31]. (5) Given the product [N:21]1([C:4]2[N:3]=[C:2]([NH:16][C:15]3[CH:17]=[CH:18][C:12]([O:11][C:10]([F:19])([F:20])[F:9])=[CH:13][CH:14]=3)[CH:7]=[CH:6][CH:5]=2)[CH:25]=[CH:24][CH:23]=[N:22]1, predict the reactants needed to synthesize it. The reactants are: F[C:2]1[CH:7]=[CH:6][CH:5]=[C:4](F)[N:3]=1.[F:9][C:10]([F:20])([F:19])[O:11][C:12]1[CH:18]=[CH:17][C:15]([NH2:16])=[CH:14][CH:13]=1.[NH:21]1[CH:25]=[CH:24][CH:23]=[N:22]1. (6) Given the product [CH3:29][N:30]1[CH2:35][CH2:34][N:33]([C:26]([C:4]2[CH:5]=[C:6]([NH:7][C:8]3[N:13]=[CH:12][C:11]([O:14][CH2:15][C:16]4[C:21]([F:22])=[C:20]([F:23])[CH:19]=[C:18]([F:24])[C:17]=4[F:25])=[CH:10][N:9]=3)[N:2]([CH3:1])[N:3]=2)=[O:28])[CH2:32][CH2:31]1, predict the reactants needed to synthesize it. The reactants are: [CH3:1][N:2]1[C:6]([NH:7][C:8]2[N:13]=[CH:12][C:11]([O:14][CH2:15][C:16]3[C:21]([F:22])=[C:20]([F:23])[CH:19]=[C:18]([F:24])[C:17]=3[F:25])=[CH:10][N:9]=2)=[CH:5][C:4]([C:26]([OH:28])=O)=[N:3]1.[CH3:29][N:30]1[CH2:35][CH2:34][NH:33][CH2:32][CH2:31]1.N1(O)C2C=CC=CC=2N=N1.Cl.C(N(CC)CCCN=C=NCC)C.C(=O)([O-])O.[Na+]. (7) Given the product [Cl:4][CH:8]=[C:9]([CH2:15][CH:16]([CH3:18])[CH3:17])[C:10](=[O:14])[CH:11]([CH3:13])[CH3:12], predict the reactants needed to synthesize it. The reactants are: C(Cl)(=O)C([Cl:4])=O.O[CH:8]=[C:9]([CH2:15][CH:16]([CH3:18])[CH3:17])[C:10](=[O:14])[CH:11]([CH3:13])[CH3:12]. (8) Given the product [Br:1][C:2]1[CH:10]=[CH:9][C:5]([C:6]([O:8][CH3:18])=[O:7])=[C:4]([CH2:12][CH:13]([CH3:15])[CH3:14])[CH:3]=1, predict the reactants needed to synthesize it. The reactants are: [Br:1][C:2]1[CH:10]=[CH:9][C:5]([C:6]([OH:8])=[O:7])=[C:4](F)[CH:3]=1.[CH2:12]([Mg]Br)[CH:13]([CH3:15])[CH3:14].[CH2:18](OCC)C.